From a dataset of Forward reaction prediction with 1.9M reactions from USPTO patents (1976-2016). Predict the product of the given reaction. Given the reactants [CH:1]([C:4]1[CH:9]=[CH:8][C:7]([OH:10])=[CH:6][CH:5]=1)([CH3:3])[CH3:2].Cl.[CH3:12][CH2:13][O:14][CH2:15][CH3:16].C(OCC)=C, predict the reaction product. The product is: [CH2:13]([O:14][CH:15]([O:10][C:7]1[CH:8]=[CH:9][C:4]([CH:1]([CH3:3])[CH3:2])=[CH:5][CH:6]=1)[CH3:16])[CH3:12].